Dataset: Full USPTO retrosynthesis dataset with 1.9M reactions from patents (1976-2016). Task: Predict the reactants needed to synthesize the given product. (1) Given the product [CH2:20]([O:19][C:17]([NH:16][C@:7]1([C:12]([OH:14])=[O:13])[C@@H:8]2[CH2:11][C@@:5]3([C:3]([OH:4])=[O:2])[C@@H:10]([CH2:9]2)[C@@H:6]13)=[O:18])[C:21]1[CH:26]=[CH:25][CH:24]=[CH:23][CH:22]=1, predict the reactants needed to synthesize it. The reactants are: C[O:2][C:3]([C@:5]12[CH2:11][C@@H:8]3[CH2:9][C@H:10]1[C@H:6]2[C@@:7]3([NH:16][C:17]([O:19][CH2:20][C:21]1[CH:26]=[CH:25][CH:24]=[CH:23][CH:22]=1)=[O:18])[C:12]([O:14]C)=[O:13])=[O:4].CO.Cl. (2) Given the product [CH2:15]([O:22][C:23]1[CH:36]=[CH:35][C:26]([CH:27]([NH:28][CH2:29][CH:30]([O:31][CH3:32])[O:33][CH3:34])[CH2:7][C:6]2[CH:9]=[CH:10][CH:11]=[C:4]([O:3][CH2:1][CH3:2])[CH:5]=2)=[CH:25][C:24]=1[O:37][CH3:38])[C:16]1[CH:17]=[CH:18][CH:19]=[CH:20][CH:21]=1, predict the reactants needed to synthesize it. The reactants are: [CH2:1]([O:3][C:4]1[CH:5]=[C:6]([CH:9]=[CH:10][CH:11]=1)[CH2:7]Cl)[CH3:2].[Mg].II.[CH2:15]([O:22][C:23]1[CH:36]=[CH:35][C:26]([CH:27]=[N:28][CH2:29][CH:30]([O:33][CH3:34])[O:31][CH3:32])=[CH:25][C:24]=1[O:37][CH3:38])[C:16]1[CH:21]=[CH:20][CH:19]=[CH:18][CH:17]=1.[Cl-].[NH4+]. (3) Given the product [Cl:1][C:2]1[CH:3]=[C:4]2[C:9](=[C:10]([Cl:12])[CH:11]=1)[CH2:8][N:7]([CH3:13])[CH2:6][CH:5]2[C:14]1[CH:15]=[CH:16][C:17]([NH:20][C:21](=[O:30])[NH:22][CH2:23][CH2:24][C:25]([OH:27])=[O:26])=[CH:18][CH:19]=1, predict the reactants needed to synthesize it. The reactants are: [Cl:1][C:2]1[CH:3]=[C:4]2[C:9](=[C:10]([Cl:12])[CH:11]=1)[CH2:8][N:7]([CH3:13])[CH2:6][CH:5]2[C:14]1[CH:19]=[CH:18][C:17]([NH:20][C:21](=[O:30])[NH:22][CH2:23][CH2:24][C:25]([O:27]CC)=[O:26])=[CH:16][CH:15]=1.[OH-].[Na+]. (4) Given the product [Cl:16][C:4]1[C:5]([O:12][CH2:13][O:14][CH3:15])=[C:6]([CH:11]=[C:2]([CH2:28][C:29]2[CH:30]=[CH:31][C:32]([N:35]3[CH:39]=[CH:38][CH:37]=[N:36]3)=[CH:33][CH:34]=2)[C:3]=1[O:17][CH3:18])[C:7]([O:9][CH3:10])=[O:8], predict the reactants needed to synthesize it. The reactants are: Br[C:2]1[C:3]([O:17][CH3:18])=[C:4]([Cl:16])[C:5]([O:12][CH2:13][O:14][CH3:15])=[C:6]([CH:11]=1)[C:7]([O:9][CH3:10])=[O:8].O.CC1(C)C(C)(C)OB([CH2:28][C:29]2[CH:34]=[CH:33][C:32]([N:35]3[CH:39]=[CH:38][CH:37]=[N:36]3)=[CH:31][CH:30]=2)O1.C(=O)([O-])[O-].[K+].[K+]. (5) Given the product [CH:11]1([N:8]2[C:9]3[C:5](=[CH:4][C:3]([F:17])=[C:2]([NH:1][C:22](=[O:23])[C:21]4[CH:25]=[CH:26][N:27]=[C:19]([CH3:18])[CH:20]=4)[CH:10]=3)[C:6]([CH3:15])([CH3:16])[C:7]2=[O:14])[CH2:13][CH2:12]1, predict the reactants needed to synthesize it. The reactants are: [NH2:1][C:2]1[CH:10]=[C:9]2[C:5]([C:6]([CH3:16])([CH3:15])[C:7](=[O:14])[N:8]2[CH:11]2[CH2:13][CH2:12]2)=[CH:4][C:3]=1[F:17].[CH3:18][C:19]1[CH:20]=[C:21]([CH:25]=[CH:26][N:27]=1)[C:22](O)=[O:23]. (6) The reactants are: C(OC(=O)[NH:7][CH2:8][CH2:9][NH:10][C:11]1[C:12]2[C:20]3[CH2:21][CH2:22][CH2:23][CH2:24][C:19]=3[S:18][C:13]=2[N:14]=[C:15](Cl)[N:16]=1)(C)(C)C.O.[F:27][C:28]1[CH:29]=[N:30][CH:31]=[CH:32][C:33]=1B(O)O.C([O-])([O-])=O.[Na+].[Na+]. Given the product [F:27][C:28]1[CH:29]=[N:30][CH:31]=[CH:32][C:33]=1[C:15]1[N:16]=[C:11]([NH:10][CH2:9][CH2:8][NH2:7])[C:12]2[C:20]3[CH2:21][CH2:22][CH2:23][CH2:24][C:19]=3[S:18][C:13]=2[N:14]=1, predict the reactants needed to synthesize it.